From a dataset of Forward reaction prediction with 1.9M reactions from USPTO patents (1976-2016). Predict the product of the given reaction. (1) Given the reactants [S:1]1[C:5]2[CH:6]=[CH:7][CH:8]=[CH:9][C:4]=2[C:3]([N:10]2[CH2:15][CH2:14][N:13]([CH2:16][CH2:17][C:18]3[CH:23]=[C:22]([O:24][CH3:25])[C:21]([O:26][CH3:27])=[CH:20][C:19]=3[NH2:28])[CH2:12][CH2:11]2)=[N:2]1.[CH3:29][C:30]([CH3:35])=[CH:31][C:32](Cl)=[O:33], predict the reaction product. The product is: [S:1]1[C:5]2[CH:6]=[CH:7][CH:8]=[CH:9][C:4]=2[C:3]([N:10]2[CH2:11][CH2:12][N:13]([CH2:16][CH2:17][C:18]3[CH:23]=[C:22]([O:24][CH3:25])[C:21]([O:26][CH3:27])=[CH:20][C:19]=3[NH:28][C:32](=[O:33])[CH:31]=[C:30]([CH3:35])[CH3:29])[CH2:14][CH2:15]2)=[N:2]1. (2) Given the reactants C(OC([NH:8][C:9]1[CH:14]=[CH:13][CH:12]=[CH:11][C:10]=1[NH:15][C:16](=[O:30])[C:17]1[CH:22]=[CH:21][C:20]([C:23]2[CH:24]=[N:25][C:26](Cl)=[N:27][CH:28]=2)=[CH:19][CH:18]=1)=O)(C)(C)C.[NH2:31][CH2:32][CH2:33][CH2:34][N:35]1[CH2:40][CH2:39][CH2:38][CH2:37][CH2:36]1, predict the reaction product. The product is: [NH2:8][C:9]1[CH:14]=[CH:13][CH:12]=[CH:11][C:10]=1[NH:15][C:16](=[O:30])[C:17]1[CH:18]=[CH:19][C:20]([C:23]2[CH:28]=[N:27][C:26]([NH:31][CH2:32][CH2:33][CH2:34][N:35]3[CH2:40][CH2:39][CH2:38][CH2:37][CH2:36]3)=[N:25][CH:24]=2)=[CH:21][CH:22]=1. (3) Given the reactants [NH2:1][CH2:2][CH2:3][CH2:4][CH2:5][N:6]1[C:18]2[C:17]3[CH:16]=[CH:15][CH:14]=[CH:13][C:12]=3[N:11]=[C:10]([NH2:19])[C:9]=2[N:8]=[CH:7]1.[N:20]1[C:29]2[C:24](=[CH:25][CH:26]=[CH:27][CH:28]=2)[CH:23]=[C:22]([C:30](Cl)=[O:31])[CH:21]=1, predict the reaction product. The product is: [NH2:19][C:10]1[C:9]2[N:8]=[CH:7][N:6]([CH2:5][CH2:4][CH2:3][CH2:2][NH:1][C:30]([C:22]3[CH:21]=[N:20][C:29]4[C:24]([CH:23]=3)=[CH:25][CH:26]=[CH:27][CH:28]=4)=[O:31])[C:18]=2[C:17]2[CH:16]=[CH:15][CH:14]=[CH:13][C:12]=2[N:11]=1. (4) Given the reactants [F:1][C:2]1[CH:24]=[CH:23][CH:22]=[C:21]([F:25])[C:3]=1[CH2:4][C@H:5]1[CH2:10][C@H:9]([C:11]2[O:15][NH:14][C:13](=[O:16])[CH:12]=2)[CH2:8][CH2:7][N:6]1C(OC)=O.Br, predict the reaction product. The product is: [F:1][C:2]1[CH:24]=[CH:23][CH:22]=[C:21]([F:25])[C:3]=1[CH2:4][C@H:5]1[CH2:10][C@H:9]([C:11]2[O:15][NH:14][C:13](=[O:16])[CH:12]=2)[CH2:8][CH2:7][NH:6]1.